From a dataset of In vitro SARS-CoV-2 activity screen of 1,480 approved drugs from Prestwick library. Binary Classification. Given a drug SMILES string, predict its activity (active/inactive) in a high-throughput screening assay against a specified biological target. The drug is CN(C/C=C/C#CC(C)(C)C)Cc1cccc2ccccc12. The result is 0 (inactive).